Dataset: Full USPTO retrosynthesis dataset with 1.9M reactions from patents (1976-2016). Task: Predict the reactants needed to synthesize the given product. (1) Given the product [CH3:1][O:5][C:6]([N:8]1[CH2:13][CH2:12][N:11]([C:14]2[CH:19]=[CH:18][C:17]([C:20]3([C:23]([O:25][C:26]([CH3:29])([CH3:28])[CH3:27])=[O:24])[CH2:22][CH2:21]3)=[CH:16][CH:15]=2)[CH2:10][CH2:9]1)=[O:7], predict the reactants needed to synthesize it. The reactants are: [C:1]([O:5][C:6]([N:8]1[CH2:13][CH2:12][N:11]([C:14]2[CH:19]=[CH:18][C:17]([C:20]3([C:23]([O:25][C:26]([CH3:29])([CH3:28])[CH3:27])=[O:24])[CH2:22][CH2:21]3)=[CH:16][CH:15]=2)[CH2:10][CH2:9]1)=[O:7])(C)(C)C.Cl.C(#N)C.C(N(CC)C(C)C)(C)C.ClC(OC)=O. (2) Given the product [Br:16][C:2]1[CH:3]=[C:4]2[CH2:15][C:7]3[C:6]4[C:5]2=[C:14]([CH2:13][CH2:12][C:11]=4[CH:10]=[CH:9][CH:8]=3)[CH:1]=1, predict the reactants needed to synthesize it. The reactants are: [CH:1]1[C:14]2[CH2:13][CH2:12][C:11]3[CH:10]=[CH:9][CH:8]=[C:7]4[CH2:15][C:4]([C:5]=2[C:6]=34)=[CH:3][CH:2]=1.[Br:16]Br. (3) Given the product [CH2:26]([N:33]1[C:37](=[N:38][C:15]([C:14]2[CH:13]=[N:12][CH:11]=[CH:10][C:9]=2[C:8]([F:7])([F:19])[F:18])=[O:17])[S:36][CH:35]=[N:34]1)[C:27]1[CH:32]=[CH:31][CH:30]=[CH:29][CH:28]=1, predict the reactants needed to synthesize it. The reactants are: C(Cl)(=O)C(Cl)=O.[F:7][C:8]([F:19])([F:18])[C:9]1[C:14]([C:15]([OH:17])=O)=[CH:13][N:12]=[CH:11][CH:10]=1.CN(C)C=O.Br.[CH2:26]([N:33]1[C:37](=[NH:38])[S:36][CH:35]=[N:34]1)[C:27]1[CH:32]=[CH:31][CH:30]=[CH:29][CH:28]=1. (4) Given the product [Br:47][CH2:2][C:3]([CH3:26])=[CH:4][CH2:5][C:6]1[C:14]([O:15][CH2:16][CH2:17][Si:18]([CH3:21])([CH3:20])[CH3:19])=[C:13]2[C:9]([CH2:10][O:11][C:12]2=[O:22])=[C:8]([CH3:23])[C:7]=1[CH:24]=[CH2:25], predict the reactants needed to synthesize it. The reactants are: O[CH2:2][C:3]([CH3:26])=[CH:4][CH2:5][C:6]1[C:14]([O:15][CH2:16][CH2:17][Si:18]([CH3:21])([CH3:20])[CH3:19])=[C:13]2[C:9]([CH2:10][O:11][C:12]2=[O:22])=[C:8]([CH3:23])[C:7]=1[CH:24]=[CH2:25].C1(P(C2C=CC=CC=2)C2C=CC=CC=2)C=CC=CC=1.C(Br)(Br)(Br)[Br:47]. (5) The reactants are: [CH3:1][O:2][C:3]1[CH:4]=[CH:5][CH:6]=[C:7]2[C:12]=1[CH2:11][CH:10]([N:13]([CH2:22][CH2:23][CH3:24])[C:14](=O)[CH2:15][C:16]1[S:17][CH:18]=[CH:19][CH:20]=1)[CH2:9][CH2:8]2. Given the product [CH3:1][O:2][C:3]1[CH:4]=[CH:5][CH:6]=[C:7]2[C:12]=1[CH2:11][CH:10]([N:13]([CH2:22][CH2:23][CH3:24])[CH2:14][CH2:15][C:16]1[S:17][CH:18]=[CH:19][CH:20]=1)[CH2:9][CH2:8]2, predict the reactants needed to synthesize it. (6) The reactants are: [F:1][C:2]1[CH:3]=[C:4]([CH2:10][CH2:11][N:12]([C@H:28]2[CH2:33][CH2:32][C@H:31]([CH3:34])[CH2:30][CH2:29]2)[C:13](=[O:27])[NH:14][C:15]2[S:16][C:17]([S:20][C:21]([CH3:26])([CH3:25])[C:22]([OH:24])=[O:23])=[CH:18][N:19]=2)[CH:5]=[CH:6][C:7]=1OC.OCCC1C=C([F:44])C=C(F)C=1.C(OC(=O)C(SC1SC(N)=NC=1)(C)C)C. Given the product [F:44][C:6]1[CH:5]=[C:4]([CH2:10][CH2:11][N:12]([C@H:28]2[CH2:29][CH2:30][C@H:31]([CH3:34])[CH2:32][CH2:33]2)[C:13](=[O:27])[NH:14][C:15]2[S:16][C:17]([S:20][C:21]([CH3:26])([CH3:25])[C:22]([OH:24])=[O:23])=[CH:18][N:19]=2)[CH:3]=[C:2]([F:1])[CH:7]=1, predict the reactants needed to synthesize it.